Task: Regression. Given a peptide amino acid sequence and an MHC pseudo amino acid sequence, predict their binding affinity value. This is MHC class I binding data.. Dataset: Peptide-MHC class I binding affinity with 185,985 pairs from IEDB/IMGT (1) The peptide sequence is VVANVIGLS. The MHC is HLA-B15:01 with pseudo-sequence HLA-B15:01. The binding affinity (normalized) is 0.00601. (2) The peptide sequence is FRDYVDRFYK. The MHC is HLA-A68:02 with pseudo-sequence HLA-A68:02. The binding affinity (normalized) is 0. (3) The peptide sequence is MIAGVFFTFV. The MHC is HLA-A02:06 with pseudo-sequence HLA-A02:06. The binding affinity (normalized) is 0.998. (4) The peptide sequence is STNTLPTEY. The MHC is HLA-A23:01 with pseudo-sequence HLA-A23:01. The binding affinity (normalized) is 0.0847. (5) The peptide sequence is KLGDQFGRK. The MHC is HLA-A24:03 with pseudo-sequence HLA-A24:03. The binding affinity (normalized) is 0.0847. (6) The peptide sequence is IINSVSIIL. The MHC is HLA-A02:02 with pseudo-sequence HLA-A02:02. The binding affinity (normalized) is 0.394. (7) The peptide sequence is KDIESVNNAV. The MHC is Mamu-A11 with pseudo-sequence Mamu-A11. The binding affinity (normalized) is 0.370.